This data is from Forward reaction prediction with 1.9M reactions from USPTO patents (1976-2016). The task is: Predict the product of the given reaction. (1) Given the reactants C([O:8][CH2:9][CH2:10][O:11][C:12]1[CH:17]=[CH:16][C:15]([C:18]2[CH:23]=[CH:22][C:21]([C:24]3[CH:29]=[CH:28][C:27]([CH2:30][CH2:31][CH3:32])=[CH:26][CH:25]=3)=[C:20]([F:33])[CH:19]=2)=[CH:14][CH:13]=1)C1C=CC=CC=1, predict the reaction product. The product is: [F:33][C:20]1[CH:19]=[C:18]([C:15]2[CH:14]=[CH:13][C:12]([O:11][CH2:10][CH2:9][OH:8])=[CH:17][CH:16]=2)[CH:23]=[CH:22][C:21]=1[C:24]1[CH:25]=[CH:26][C:27]([CH2:30][CH2:31][CH3:32])=[CH:28][CH:29]=1. (2) Given the reactants CC1(C)CC(C[N:10]=[C:11]=[O:12])(C)CC(N=C=O)C1.[C:17]([O-:21])(=[O:20])[CH:18]=[CH2:19].[CH2:22]([OH:25])[CH2:23]O, predict the reaction product. The product is: [C:17]([OH:21])(=[O:20])[CH:18]=[CH2:19].[NH2:10][C:11]([O:25][CH2:22][CH3:23])=[O:12].